From a dataset of Forward reaction prediction with 1.9M reactions from USPTO patents (1976-2016). Predict the product of the given reaction. (1) Given the reactants [CH:1]([C:3]1[CH:8]=[CH:7][CH:6]=[CH:5][C:4]=1B(O)O)=[O:2].Br[C:13]1[CH:17]=[CH:16][S:15][CH:14]=1.C(=O)([O-])[O-].[Na+].[Na+], predict the reaction product. The product is: [S:15]1[CH:16]=[CH:17][C:13]([C:4]2[CH:5]=[CH:6][CH:7]=[CH:8][C:3]=2[CH:1]=[O:2])=[CH:14]1. (2) Given the reactants [CH2:1]([O:8][C:9]1[CH:14]=[CH:13][C:12]([C:15]2([C:18]3[N:23]=[C:22]4[S:24][C:25]([C:27]5[CH:34]=[CH:33][C:30]([CH:31]=O)=[CH:29][C:28]=5[F:35])=[N:26][C:21]4=[CH:20][CH:19]=3)[CH2:17][CH2:16]2)=[CH:11][CH:10]=1)[C:2]1[CH:7]=[CH:6][CH:5]=[CH:4][CH:3]=1.Cl.[NH:37]1[CH2:40][CH:39]([C:41]([O:43][CH3:44])=[O:42])[CH2:38]1, predict the reaction product. The product is: [CH2:1]([O:8][C:9]1[CH:10]=[CH:11][C:12]([C:15]2([C:18]3[N:23]=[C:22]4[S:24][C:25]([C:27]5[CH:34]=[CH:33][C:30]([CH2:31][N:37]6[CH2:40][CH:39]([C:41]([O:43][CH3:44])=[O:42])[CH2:38]6)=[CH:29][C:28]=5[F:35])=[N:26][C:21]4=[CH:20][CH:19]=3)[CH2:17][CH2:16]2)=[CH:13][CH:14]=1)[C:2]1[CH:7]=[CH:6][CH:5]=[CH:4][CH:3]=1.